Predict the reactants needed to synthesize the given product. From a dataset of Full USPTO retrosynthesis dataset with 1.9M reactions from patents (1976-2016). (1) Given the product [Cl:39][C:37]1[CH:36]=[C:35]([F:40])[C:34]([C:41]2[N:45]=[C:44]([CH3:46])[O:43][N:42]=2)=[C:33]([C:29]2[CH:30]=[C:31]([F:32])[C:26]([C@H:24]([NH:23][C:22]([C:18]3([NH2:17])[CH2:21][O:20][CH2:19]3)=[O:47])[CH3:25])=[N:27][CH:28]=2)[CH:38]=1, predict the reactants needed to synthesize it. The reactants are: C1C2C(COC(=O)[NH:17][C:18]3([C:22](=[O:47])[NH:23][C@@H:24]([C:26]4[C:31]([F:32])=[CH:30][C:29]([C:33]5[CH:38]=[C:37]([Cl:39])[CH:36]=[C:35]([F:40])[C:34]=5[C:41]5[N:45]=[C:44]([CH3:46])[O:43][N:42]=5)=[CH:28][N:27]=4)[CH3:25])[CH2:21][O:20][CH2:19]3)C3C(=CC=CC=3)C=2C=CC=1.N1CCCCC1. (2) Given the product [CH3:1][C@H:2]1[CH2:6][CH2:5][CH2:4][N:3]1[C@@H:9]([C:15]1[CH:16]=[CH:17][S:13][CH:14]=1)[C:8]([OH:12])=[O:11], predict the reactants needed to synthesize it. The reactants are: [CH3:1][C@H:2]1[CH2:6][CH2:5][CH2:4][NH:3]1.O.[C:8]([OH:12])(=[O:11])[CH:9]=O.[S:13]1[CH:17]=[CH:16][C:15](B(O)O)=[CH:14]1.CO. (3) Given the product [CH3:2][CH:3]1[CH:4]2[CH2:5][CH2:6][C:7]3[C:11]([C:12]2([C:20]2[CH:21]=[CH:22][CH:23]=[CH:24][CH:25]=2)[CH2:13][CH2:14][C:15]1=[O:16])=[N:10][NH:9][C:8]=3[C:26]1[CH:27]=[CH:28][CH:29]=[CH:30][CH:31]=1, predict the reactants needed to synthesize it. The reactants are: Cl.[CH3:2][CH:3]1[C:15]2(OCC[O:16]2)[CH2:14][CH2:13][C:12]2([C:20]3[CH:25]=[CH:24][CH:23]=[CH:22][CH:21]=3)[CH:4]1[CH2:5][CH2:6][C:7]1[C:11]2=[N:10][NH:9][C:8]=1[C:26]1[CH:31]=[CH:30][CH:29]=[CH:28][CH:27]=1. (4) Given the product [CH:28]([OH:30])=[O:29].[CH3:1][C:2]1[CH:3]=[C:4]([NH:16][C:17]2[C:27]3[CH:26]=[C:25]([C:28]([N:31]4[CH2:36][CH2:35][O:34][CH2:33][CH2:32]4)=[O:29])[CH2:24][CH2:23][NH:22][C:21]=3[N:20]=[CH:19][N:18]=2)[CH:5]=[CH:6][C:7]=1[O:8][C:9]1[CH:10]=[N:11][C:12]([CH3:15])=[CH:13][CH:14]=1, predict the reactants needed to synthesize it. The reactants are: [CH3:1][C:2]1[CH:3]=[C:4]([NH:16][C:17]2[C:27]3[CH:26]=[C:25]([C:28]([OH:30])=[O:29])[CH2:24][CH2:23][NH:22][C:21]=3[N:20]=[CH:19][N:18]=2)[CH:5]=[CH:6][C:7]=1[O:8][C:9]1[CH:10]=[N:11][C:12]([CH3:15])=[CH:13][CH:14]=1.[NH:31]1[CH2:36][CH2:35][O:34][CH2:33][CH2:32]1.ON1C2C=CC=CC=2N=N1.Cl.C(N=C=NCCCN(C)C)C. (5) Given the product [Br:1][C:2]1[CH:21]=[N:20][C:5]2=[N:6][C:7]([N:11]3[CH2:16][CH2:15][N:14]4[CH2:17][CH2:18][CH2:19][CH:13]4[CH2:12]3)=[C:8]([NH:23][NH2:24])[N:9]=[C:4]2[CH:3]=1, predict the reactants needed to synthesize it. The reactants are: [Br:1][C:2]1[CH:21]=[N:20][C:5]2=[N:6][C:7]([N:11]3[CH2:16][CH2:15][N:14]4[CH2:17][CH2:18][CH2:19][CH:13]4[CH2:12]3)=[C:8](Cl)[N:9]=[C:4]2[CH:3]=1.O.[NH2:23][NH2:24].CCOCC.CCO. (6) Given the product [NH:21]1[C:29]2[C:24](=[C:25]([C:2]3[N:7]=[C:6]4[N:8]([CH3:11])[N:9]=[CH:10][C:5]4=[C:4]([NH:12][CH2:13][CH2:14][C:15]4[CH:16]=[N:17][CH:18]=[CH:19][CH:20]=4)[N:3]=3)[CH:26]=[CH:27][CH:28]=2)[CH:23]=[N:22]1, predict the reactants needed to synthesize it. The reactants are: Cl[C:2]1[N:7]=[C:6]2[N:8]([CH3:11])[N:9]=[CH:10][C:5]2=[C:4]([NH:12][CH2:13][CH2:14][C:15]2[CH:16]=[N:17][CH:18]=[CH:19][CH:20]=2)[N:3]=1.[NH:21]1[C:29]2[C:24](=[CH:25][CH:26]=[CH:27][CH:28]=2)[C:23](B2OC(C)(C)C(C)(C)O2)=[N:22]1. (7) Given the product [O:16]1[CH:20]=[CH:19][C:18]([C:21]2([NH:24][C:9](=[O:10])[O:11][C:12]([CH3:13])([CH3:14])[CH3:15])[CH2:23][CH2:22]2)=[CH:17]1, predict the reactants needed to synthesize it. The reactants are: [CH3:13][C:12]([O:11][C:9](O[C:9]([O:11][C:12]([CH3:15])([CH3:14])[CH3:13])=[O:10])=[O:10])([CH3:15])[CH3:14].[O:16]1[CH:20]=[CH:19][C:18]([C:21]2([NH2:24])[CH2:23][CH2:22]2)=[CH:17]1. (8) Given the product [C:1]([O:5][C:6](=[O:36])[NH:7][C:8]1[CH:9]=[N:10][C:11]([C:37]2[CH:42]=[CH:41][CH:40]=[CH:39][CH:38]=2)=[CH:12][C:13]=1[C:14]([N:16]1[CH2:21][CH2:20][CH:19]([N:22]2[CH2:34][CH2:33][CH2:32][C:24]3([C:28](=[O:29])[O:27][C:26]([CH3:31])([CH3:30])[CH2:25]3)[CH2:23]2)[CH2:18][CH2:17]1)=[O:15])([CH3:4])([CH3:3])[CH3:2], predict the reactants needed to synthesize it. The reactants are: [C:1]([O:5][C:6](=[O:36])[NH:7][C:8]1[CH:9]=[N:10][C:11](Cl)=[CH:12][C:13]=1[C:14]([N:16]1[CH2:21][CH2:20][CH:19]([N:22]2[CH2:34][CH2:33][CH2:32][C:24]3([C:28](=[O:29])[O:27][C:26]([CH3:31])([CH3:30])[CH2:25]3)[CH2:23]2)[CH2:18][CH2:17]1)=[O:15])([CH3:4])([CH3:3])[CH3:2].[C:37]1(B(O)O)[CH:42]=[CH:41][CH:40]=[CH:39][CH:38]=1.C(OC(C)C)(C)C.